From a dataset of Full USPTO retrosynthesis dataset with 1.9M reactions from patents (1976-2016). Predict the reactants needed to synthesize the given product. The reactants are: Br[C:2]1[CH:3]=[CH:4][C:5]([F:15])=[C:6]([NH:8][C:9](=[O:14])[C:10]([F:13])([F:12])[F:11])[CH:7]=1.[CH3:16][Si:17]([C:20]#[CH:21])([CH3:19])[CH3:18].C(N(CC)CC)C. Given the product [F:11][C:10]([F:13])([F:12])[C:9]([NH:8][C:6]1[CH:7]=[C:2]([C:21]#[C:20][Si:17]([CH3:19])([CH3:18])[CH3:16])[CH:3]=[CH:4][C:5]=1[F:15])=[O:14], predict the reactants needed to synthesize it.